From a dataset of Peptide-MHC class II binding affinity with 134,281 pairs from IEDB. Regression. Given a peptide amino acid sequence and an MHC pseudo amino acid sequence, predict their binding affinity value. This is MHC class II binding data. (1) The peptide sequence is LHGGHVSCRVKLSAL. The MHC is DRB1_0404 with pseudo-sequence DRB1_0404. The binding affinity (normalized) is 0.511. (2) The peptide sequence is EDGIYGIFQSTFLGA. The MHC is HLA-DQA10201-DQB10402 with pseudo-sequence HLA-DQA10201-DQB10402. The binding affinity (normalized) is 0.384. (3) The peptide sequence is EKKYFAATQFMPLAA. The MHC is HLA-DQA10301-DQB10302 with pseudo-sequence HLA-DQA10301-DQB10302. The binding affinity (normalized) is 0.246. (4) The peptide sequence is YRKILRQRKIDRLID. The MHC is H-2-IAk with pseudo-sequence H-2-IAk. The binding affinity (normalized) is 0. (5) The peptide sequence is KLSDLIIADTSTAQE. The MHC is DRB1_0405 with pseudo-sequence DRB1_0405. The binding affinity (normalized) is 0.523. (6) The MHC is DRB1_0401 with pseudo-sequence DRB1_0401. The binding affinity (normalized) is 0.662. The peptide sequence is YCKFLANVSTVLTGK.